Dataset: Retrosynthesis with 50K atom-mapped reactions and 10 reaction types from USPTO. Task: Predict the reactants needed to synthesize the given product. (1) The reactants are: CC(C)(C)OC(=O)NCCO.Cc1ccc(-c2onc(O)c2C(C)C)cc1. Given the product Cc1ccc(-c2onc(OCCNC(=O)OC(C)(C)C)c2C(C)C)cc1, predict the reactants needed to synthesize it. (2) The reactants are: C1CCNC1.C=O.CC(=O)c1ccc(NS(C)(=O)=O)cc1. Given the product CS(=O)(=O)Nc1ccc(C(=O)CCN2CCCC2)cc1, predict the reactants needed to synthesize it. (3) Given the product O=S(=O)(Nc1cc(-c2ccc3ncnc(NC4CCOCC4)c3n2)cnc1Cl)c1ccc(F)cc1F, predict the reactants needed to synthesize it. The reactants are: CC1(C)OB(c2cnc(Cl)c(NS(=O)(=O)c3ccc(F)cc3F)c2)OC1(C)C.Clc1ccc2ncnc(NC3CCOCC3)c2n1.